Dataset: NCI-60 drug combinations with 297,098 pairs across 59 cell lines. Task: Regression. Given two drug SMILES strings and cell line genomic features, predict the synergy score measuring deviation from expected non-interaction effect. (1) Drug 1: C1CCC(C1)C(CC#N)N2C=C(C=N2)C3=C4C=CNC4=NC=N3. Drug 2: CN(C)N=NC1=C(NC=N1)C(=O)N. Cell line: MCF7. Synergy scores: CSS=-7.13, Synergy_ZIP=-0.434, Synergy_Bliss=-6.19, Synergy_Loewe=-8.91, Synergy_HSA=-7.74. (2) Cell line: T-47D. Drug 2: C1=CC=C(C(=C1)C(C2=CC=C(C=C2)Cl)C(Cl)Cl)Cl. Drug 1: CC1=C(C=C(C=C1)NC2=NC=CC(=N2)N(C)C3=CC4=NN(C(=C4C=C3)C)C)S(=O)(=O)N.Cl. Synergy scores: CSS=18.1, Synergy_ZIP=2.03, Synergy_Bliss=10.9, Synergy_Loewe=9.39, Synergy_HSA=10.7. (3) Drug 1: C1CC(C1)(C(=O)O)C(=O)O.[NH2-].[NH2-].[Pt+2]. Drug 2: CC1=C2C(C(=O)C3(C(CC4C(C3C(C(C2(C)C)(CC1OC(=O)C(C(C5=CC=CC=C5)NC(=O)OC(C)(C)C)O)O)OC(=O)C6=CC=CC=C6)(CO4)OC(=O)C)O)C)O. Cell line: PC-3. Synergy scores: CSS=-1.88, Synergy_ZIP=1.26, Synergy_Bliss=2.79, Synergy_Loewe=-0.195, Synergy_HSA=-0.175. (4) Drug 1: C1CN1C2=NC(=NC(=N2)N3CC3)N4CC4. Drug 2: COC1=C(C=C2C(=C1)N=CN=C2NC3=CC(=C(C=C3)F)Cl)OCCCN4CCOCC4. Cell line: NCI-H226. Synergy scores: CSS=7.09, Synergy_ZIP=-3.46, Synergy_Bliss=-0.146, Synergy_Loewe=1.67, Synergy_HSA=1.79. (5) Drug 1: CCC1(CC2CC(C3=C(CCN(C2)C1)C4=CC=CC=C4N3)(C5=C(C=C6C(=C5)C78CCN9C7C(C=CC9)(C(C(C8N6C)(C(=O)OC)O)OC(=O)C)CC)OC)C(=O)OC)O.OS(=O)(=O)O. Drug 2: CN(CC1=CN=C2C(=N1)C(=NC(=N2)N)N)C3=CC=C(C=C3)C(=O)NC(CCC(=O)O)C(=O)O. Cell line: MDA-MB-435. Synergy scores: CSS=47.8, Synergy_ZIP=2.67, Synergy_Bliss=2.55, Synergy_Loewe=-9.90, Synergy_HSA=1.89. (6) Drug 2: CC12CCC3C(C1CCC2=O)CC(=C)C4=CC(=O)C=CC34C. Drug 1: CNC(=O)C1=CC=CC=C1SC2=CC3=C(C=C2)C(=NN3)C=CC4=CC=CC=N4. Cell line: CCRF-CEM. Synergy scores: CSS=62.4, Synergy_ZIP=-1.54, Synergy_Bliss=-2.38, Synergy_Loewe=-5.79, Synergy_HSA=-2.48.